Dataset: Forward reaction prediction with 1.9M reactions from USPTO patents (1976-2016). Task: Predict the product of the given reaction. (1) Given the reactants C(O)(=O)C.[NH2:5][C:6]1[CH:7]=[N:8][CH:9]=[CH:10][C:11]=1[NH:12][C:13]([C:15]1([NH:18][C:19](=[O:28])[O:20][CH2:21][C:22]2[CH:27]=[CH:26][CH:25]=[CH:24][CH:23]=2)[CH2:17][CH2:16]1)=O.C(=O)([O-])[O-].[Na+].[Na+], predict the reaction product. The product is: [NH:12]1[C:11]2[CH:10]=[CH:9][N:8]=[CH:7][C:6]=2[N:5]=[C:13]1[C:15]1([NH:18][C:19](=[O:28])[O:20][CH2:21][C:22]2[CH:27]=[CH:26][CH:25]=[CH:24][CH:23]=2)[CH2:17][CH2:16]1. (2) Given the reactants C([NH:8][C:9]1[CH:10]=[C:11]([CH:23]=[CH:24][C:25]=1[Cl:26])[CH2:12][C:13]1([C:16]([O:18][C:19]([CH3:22])([CH3:21])[CH3:20])=[O:17])[CH2:15][CH2:14]1)C1C=CC=CC=1, predict the reaction product. The product is: [NH2:8][C:9]1[CH:10]=[C:11]([CH:23]=[CH:24][C:25]=1[Cl:26])[CH2:12][C:13]1([C:16]([O:18][C:19]([CH3:22])([CH3:21])[CH3:20])=[O:17])[CH2:14][CH2:15]1. (3) Given the reactants [C:1]1(OB(O)O)[CH:6]=[CH:5][CH:4]=[CH:3][CH:2]=1.Br[C:12]1[CH:17]=[CH:16][C:15]([C:18](=[O:21])[CH2:19][CH3:20])=[CH:14][CH:13]=1.C(=O)([O-])[O-].[Na+].[Na+].B(O)(O)O, predict the reaction product. The product is: [C:12]1([C:1]2[CH:6]=[CH:5][CH:4]=[CH:3][CH:2]=2)[CH:17]=[CH:16][C:15]([C:18](=[O:21])[CH2:19][CH3:20])=[CH:14][CH:13]=1. (4) Given the reactants Cl.[CH3:2][O:3][C:4]1[CH:5]=[C:6]([C:12]2[C@@H:21]3[C@@H:16]([CH2:17][CH2:18][CH2:19][CH2:20]3)[C:15](=[O:22])[N:14]([CH:23]3[CH2:28][CH2:27][NH:26][CH2:25][CH2:24]3)[N:13]=2)[CH:7]=[CH:8][C:9]=1[O:10][CH3:11].[C:29]([O:33][C:34]([NH:36][C@H:37]([C:39](O)=[O:40])[CH3:38])=[O:35])([CH3:32])([CH3:31])[CH3:30].CCN(C(C)C)C(C)C.C(=O)(O)[O-].[Na+], predict the reaction product. The product is: [CH3:2][O:3][C:4]1[CH:5]=[C:6]([C:12]2[C@@H:21]3[C@@H:16]([CH2:17][CH2:18][CH2:19][CH2:20]3)[C:15](=[O:22])[N:14]([CH:23]3[CH2:24][CH2:25][N:26]([C:39](=[O:40])[C@@H:37]([NH:36][C:34](=[O:35])[O:33][C:29]([CH3:31])([CH3:30])[CH3:32])[CH3:38])[CH2:27][CH2:28]3)[N:13]=2)[CH:7]=[CH:8][C:9]=1[O:10][CH3:11]. (5) Given the reactants CN(OC)[C:3](=[O:17])[C@H:4]([CH2:13][CH:14]([CH3:16])[CH3:15])[NH:5][C:6]([O:8][C:9]([CH3:12])([CH3:11])[CH3:10])=[O:7].[H-].[H-].[H-].[H-].[Li+].[Al+3], predict the reaction product. The product is: [C:6]([NH:5][C@H:4]([CH:3]=[O:17])[CH2:13][CH:14]([CH3:15])[CH3:16])([O:8][C:9]([CH3:10])([CH3:12])[CH3:11])=[O:7]. (6) Given the reactants [Cl:1][C:2]1[CH:18]=[C:17]([N+:19]([O-])=O)[CH:16]=[CH:15][C:3]=1[O:4][C:5]1[CH:13]=[CH:12][CH:11]=[C:10]2[C:6]=1[CH:7]=[CH:8][N:9]2[CH3:14].C(OCC)(=O)C, predict the reaction product. The product is: [Cl:1][C:2]1[CH:18]=[C:17]([CH:16]=[CH:15][C:3]=1[O:4][C:5]1[CH:13]=[CH:12][CH:11]=[C:10]2[C:6]=1[CH:7]=[CH:8][N:9]2[CH3:14])[NH2:19]. (7) Given the reactants Br[CH2:2][C:3]1[CH:12]=[CH:11][C:10]2[C:5](=[CH:6][CH:7]=[CH:8][CH:9]=2)[CH:4]=1.[O:13]=[CH:14][C:15]1[CH:23]=[CH:22][C:20]([OH:21])=[C:17]([O:18][CH3:19])[CH:16]=1.C(=O)([O-])[O-].[K+].[K+], predict the reaction product. The product is: [CH3:19][O:18][C:17]1[CH:16]=[C:15]([CH:23]=[CH:22][C:20]=1[O:21][CH2:2][C:3]1[CH:12]=[CH:11][C:10]2[C:5](=[CH:6][CH:7]=[CH:8][CH:9]=2)[CH:4]=1)[CH:14]=[O:13]. (8) Given the reactants Br.[CH3:2][C:3]1[N:4]=[C:5]([CH3:17])[C:6]2[N:7]([CH:9]=[C:10]([C:12]([O:14]CC)=[O:13])[N:11]=2)[CH:8]=1.[OH-].[Na+].[ClH:20], predict the reaction product. The product is: [ClH:20].[CH3:2][C:3]1[N:4]=[C:5]([CH3:17])[C:6]2[N:7]([CH:9]=[C:10]([C:12]([OH:14])=[O:13])[N:11]=2)[CH:8]=1. (9) Given the reactants [OH:1][N:2]=[CH:3][C@H:4]1[CH2:8][N:7]([C:9]([O:11][C:12]([CH3:15])([CH3:14])[CH3:13])=[O:10])[CH2:6][C@@H:5]1[C:16]([O:18][C:19]([CH3:22])([CH3:21])[CH3:20])=[O:17].[Cl:23]N1C(=O)CCC1=O.C1(C)C=CC=CC=1.O, predict the reaction product. The product is: [Cl:23][C:3](=[N:2][OH:1])[C@H:4]1[CH2:8][N:7]([C:9]([O:11][C:12]([CH3:14])([CH3:15])[CH3:13])=[O:10])[CH2:6][C@@H:5]1[C:16]([O:18][C:19]([CH3:22])([CH3:21])[CH3:20])=[O:17]. (10) Given the reactants [OH-].[Na+].[Cl:3][C:4]1[CH:10]=[C:9]([N+]([O-])=O)[CH:8]=[C:7](Cl)[C:5]=1N.F[C:16]1[C:23]([C:24]#N)=[C:22](F)[C:21](F)=C(F)C=1C#N.O.[CH3:30][N:31]([CH:33]=O)[CH3:32], predict the reaction product. The product is: [CH3:30][N:31]1[CH2:33][CH:16]=[C:23](/[CH:22]=[CH:21]/[C:4]2[C:5]3[C:7](=[CH:10][CH:4]=[CH:5][CH:7]=3)[CH:8]=[CH:9][CH:10]=2)[CH2:24][CH2:32]1.[ClH:3].